This data is from NCI-60 drug combinations with 297,098 pairs across 59 cell lines. The task is: Regression. Given two drug SMILES strings and cell line genomic features, predict the synergy score measuring deviation from expected non-interaction effect. (1) Drug 1: C1=CC(=CC=C1C#N)C(C2=CC=C(C=C2)C#N)N3C=NC=N3. Drug 2: CC(C)CN1C=NC2=C1C3=CC=CC=C3N=C2N. Cell line: EKVX. Synergy scores: CSS=6.07, Synergy_ZIP=0.743, Synergy_Bliss=2.78, Synergy_Loewe=3.23, Synergy_HSA=1.67. (2) Drug 1: C1=CC(=C2C(=C1NCCNCCO)C(=O)C3=C(C=CC(=C3C2=O)O)O)NCCNCCO. Drug 2: CC1C(C(CC(O1)OC2CC(CC3=C2C(=C4C(=C3O)C(=O)C5=C(C4=O)C(=CC=C5)OC)O)(C(=O)CO)O)N)O.Cl. Cell line: UO-31. Synergy scores: CSS=52.9, Synergy_ZIP=-5.00, Synergy_Bliss=-1.38, Synergy_Loewe=0.952, Synergy_HSA=1.90. (3) Drug 1: C1C(C(OC1N2C=NC3=C(N=C(N=C32)Cl)N)CO)O. Drug 2: CC1CCC2CC(C(=CC=CC=CC(CC(C(=O)C(C(C(=CC(C(=O)CC(OC(=O)C3CCCCN3C(=O)C(=O)C1(O2)O)C(C)CC4CCC(C(C4)OC)OCCO)C)C)O)OC)C)C)C)OC. Cell line: NCI-H322M. Synergy scores: CSS=-6.97, Synergy_ZIP=0.899, Synergy_Bliss=-1.37, Synergy_Loewe=-7.88, Synergy_HSA=-8.58. (4) Drug 1: C1CN1P(=S)(N2CC2)N3CC3. Drug 2: C1=NC(=NC(=O)N1C2C(C(C(O2)CO)O)O)N. Cell line: HT29. Synergy scores: CSS=24.1, Synergy_ZIP=3.02, Synergy_Bliss=16.2, Synergy_Loewe=1.44, Synergy_HSA=11.3. (5) Drug 1: CCC1=CC2CC(C3=C(CN(C2)C1)C4=CC=CC=C4N3)(C5=C(C=C6C(=C5)C78CCN9C7C(C=CC9)(C(C(C8N6C)(C(=O)OC)O)OC(=O)C)CC)OC)C(=O)OC.C(C(C(=O)O)O)(C(=O)O)O. Drug 2: CC1=C2C(C(=O)C3(C(CC4C(C3C(C(C2(C)C)(CC1OC(=O)C(C(C5=CC=CC=C5)NC(=O)C6=CC=CC=C6)O)O)OC(=O)C7=CC=CC=C7)(CO4)OC(=O)C)O)C)OC(=O)C. Cell line: BT-549. Synergy scores: CSS=53.8, Synergy_ZIP=-3.76, Synergy_Bliss=-6.17, Synergy_Loewe=-4.32, Synergy_HSA=-1.49. (6) Drug 1: C1=CC(=CC=C1CCCC(=O)O)N(CCCl)CCCl. Drug 2: CN1C2=C(C=C(C=C2)N(CCCl)CCCl)N=C1CCCC(=O)O.Cl. Cell line: SNB-75. Synergy scores: CSS=-1.44, Synergy_ZIP=-7.73, Synergy_Bliss=-10.7, Synergy_Loewe=-17.3, Synergy_HSA=-11.0.